This data is from Forward reaction prediction with 1.9M reactions from USPTO patents (1976-2016). The task is: Predict the product of the given reaction. (1) Given the reactants [Cl:1][C:2]1[CH:3]=[N:4][C:5]([NH2:8])=[N:6][CH:7]=1.[H-].[Na+].CI.[CH2:13]1COC[CH2:14]1, predict the reaction product. The product is: [Cl:1][C:2]1[CH:3]=[N:4][C:5]([NH:8][CH2:13][CH3:14])=[N:6][CH:7]=1. (2) Given the reactants [Cl:1][C:2]1[CH:3]=[C:4]2[C:8](=[CH:9][C:10]=1[F:11])[NH:7][C:6](=[O:12])[C:5]2=[O:13].N1C2C(=CC=CC=2)C(=O)C1=O.[CH2:25]([O:27][C:28]1[CH:33]=[CH:32][CH:31]=[CH:30][C:29]=1I)[CH3:26], predict the reaction product. The product is: [Cl:1][C:2]1[CH:3]=[C:4]2[C:8](=[CH:9][C:10]=1[F:11])[NH:7][C:6](=[O:12])[C:5]2([C:29]1[CH:30]=[CH:31][CH:32]=[CH:33][C:28]=1[O:27][CH2:25][CH3:26])[OH:13]. (3) Given the reactants [Cl:1][C:2]1[C:3]([CH3:9])=[C:4]([OH:8])[CH:5]=[CH:6][CH:7]=1.[Cl:10][C:11]1[CH:12]=[C:13]([C:18]2[C:30]([O:31][CH2:32][CH3:33])=[CH:29][C:21]([C:22]([NH:24][S:25]([CH3:28])(=[O:27])=[O:26])=[O:23])=[C:20]([F:34])[CH:19]=2)[CH:14]=[N:15][C:16]=1F.C(=O)([O-])[O-].[Cs+].[Cs+], predict the reaction product. The product is: [Cl:10][C:11]1[CH:12]=[C:13]([C:18]2[C:30]([O:31][CH2:32][CH3:33])=[CH:29][C:21]([C:22]([NH:24][S:25]([CH3:28])(=[O:26])=[O:27])=[O:23])=[C:20]([F:34])[CH:19]=2)[CH:14]=[N:15][C:16]=1[O:8][C:4]1[CH:5]=[CH:6][CH:7]=[C:2]([Cl:1])[C:3]=1[CH3:9]. (4) The product is: [CH3:24][N:19]1[CH2:18][CH2:17][C:16]2([CH2:15][CH2:14][N:13]([C:8]3[CH:9]=[N:10][CH:11]=[CH:12][C:7]=3[N:5]3[CH:6]=[C:2]([CH3:1])[CH:3]=[N:4]3)[CH2:23][CH2:22]2)[C:20]1=[O:21]. Given the reactants [CH3:1][C:2]1[CH:3]=[N:4][N:5]([C:7]2[CH:12]=[CH:11][N:10]=[CH:9][C:8]=2[N:13]2[CH2:23][CH2:22][C:16]3([C:20](=[O:21])[NH:19][CH2:18][CH2:17]3)[CH2:15][CH2:14]2)[CH:6]=1.[CH3:24]N(C=O)C.[H-].[Na+].CI, predict the reaction product. (5) Given the reactants [F:1][C:2]1[CH:7]=[CH:6][C:5]([C:8]2[CH:9]=[C:10]([CH:13]=[CH:14][C:15]=2[OH:16])[CH:11]=[O:12])=[CH:4][C:3]=1[S:17]([CH3:20])(=[O:19])=[O:18].C([O-])([O-])=O.[Cs+].[Cs+].Br[CH2:28][C:29]([O:31][C:32]([CH3:35])([CH3:34])[CH3:33])=[O:30], predict the reaction product. The product is: [F:1][C:2]1[CH:7]=[CH:6][C:5]([C:8]2[CH:9]=[C:10]([CH:11]=[O:12])[CH:13]=[CH:14][C:15]=2[O:16][CH2:28][C:29]([O:31][C:32]([CH3:35])([CH3:34])[CH3:33])=[O:30])=[CH:4][C:3]=1[S:17]([CH3:20])(=[O:18])=[O:19]. (6) Given the reactants C(O)(=O)C.[CH:5]([NH2:7])=[NH:6].CO[Na].[Cl:11][C:12]1[CH:13]=[C:14]([CH:25]=[C:26]([C:28]#[N:29])[CH:27]=1)[O:15][CH:16]([C:22](=O)[CH3:23])[C:17](OCC)=[O:18], predict the reaction product. The product is: [Cl:11][C:12]1[CH:27]=[C:26]([CH:25]=[C:14]([O:15][C:16]2[C:17](=[O:18])[NH:7][CH:5]=[N:6][C:22]=2[CH3:23])[CH:13]=1)[C:28]#[N:29]. (7) Given the reactants Br[C:2]1[CH:3]=[C:4]([NH:10][C@@H:11]2[CH2:16][CH2:15][CH2:14][CH2:13][C@@H:12]2[NH:17][C:18](=[O:24])[O:19][C:20]([CH3:23])([CH3:22])[CH3:21])[CH:5]=[CH:6][C:7]=1[C:8]#[N:9].[N:25]1[N:26]([C:30]2[CH:31]=[C:32]([CH:34]=[CH:35][CH:36]=2)[NH2:33])[N:27]=[CH:28][CH:29]=1.C1C=CC(P(C2C(C3C(P(C4C=CC=CC=4)C4C=CC=CC=4)=CC=C4C=3C=CC=C4)=C3C(C=CC=C3)=CC=2)C2C=CC=CC=2)=CC=1.C([O-])([O-])=O.[K+].[K+], predict the reaction product. The product is: [N:25]1[N:26]([C:30]2[CH:31]=[C:32]([NH:33][C:2]3[CH:3]=[C:4]([NH:10][C@@H:11]4[CH2:16][CH2:15][CH2:14][CH2:13][C@@H:12]4[NH:17][C:18](=[O:24])[O:19][C:20]([CH3:23])([CH3:22])[CH3:21])[CH:5]=[CH:6][C:7]=3[C:8]#[N:9])[CH:34]=[CH:35][CH:36]=2)[N:27]=[CH:28][CH:29]=1.